This data is from Catalyst prediction with 721,799 reactions and 888 catalyst types from USPTO. The task is: Predict which catalyst facilitates the given reaction. (1) Reactant: Cl[C:2]([O:4][CH3:5])=[O:3].[C:6]([C:8]1[CH:9]=[C:10]([NH:14][C:15]([C:17]2[CH:18]=[C:19]([C:24]3[CH:29]=[CH:28][C:27]([F:30])=[CH:26][C:25]=3[F:31])[CH:20]=[CH:21]C=2O)=[O:16])[CH:11]=[CH:12][CH:13]=1)#[CH:7].Cl. The catalyst class is: 860. Product: [F:31][C:25]1[CH:26]=[C:27]([F:30])[CH:28]=[CH:29][C:24]=1[C:19]1[CH:20]=[CH:21][C:5]2[O:4][C:2](=[O:3])[N:14]([C:10]3[CH:11]=[CH:12][CH:13]=[C:8]([C:6]#[CH:7])[CH:9]=3)[C:15](=[O:16])[C:17]=2[CH:18]=1. (2) Reactant: [N-:1]=[N+:2]=[N-:3].[Na+].[I:5][C:6]1[CH:7]=[C:8]([CH2:30][C@H:31]([NH:50][C:51](=[O:57])[O:52][C:53]([CH3:56])([CH3:55])[CH3:54])[CH2:32]OP(OC2C=CC=CC=2)(OC2C=CC=CC=2)=O)[CH:9]=[C:10]([I:29])[C:11]=1[O:12][C:13]1[CH:18]=[CH:17][C:16]([O:19][CH2:20][C:21]2[CH:26]=[CH:25][C:24]([O:27][CH3:28])=[CH:23][CH:22]=2)=[CH:15][CH:14]=1. Product: [N:1]([CH2:32][C@@H:31]([NH:50][C:51](=[O:57])[O:52][C:53]([CH3:56])([CH3:55])[CH3:54])[CH2:30][C:8]1[CH:7]=[C:6]([I:5])[C:11]([O:12][C:13]2[CH:14]=[CH:15][C:16]([O:19][CH2:20][C:21]3[CH:26]=[CH:25][C:24]([O:27][CH3:28])=[CH:23][CH:22]=3)=[CH:17][CH:18]=2)=[C:10]([I:29])[CH:9]=1)=[N+:2]=[N-:3]. The catalyst class is: 3.